Predict the reactants needed to synthesize the given product. From a dataset of Full USPTO retrosynthesis dataset with 1.9M reactions from patents (1976-2016). (1) Given the product [CH2:27]([O:30][C:31]([C@@H:2]1[CH2:7][CH2:6][N:5]([C:8]([O:10][C:11]([CH3:14])([CH3:13])[CH3:12])=[O:9])[CH2:4][C@H:3]1[C:15]([O:17][CH2:18][CH3:19])=[O:16])=[O:32])[CH:28]=[CH2:29], predict the reactants needed to synthesize it. The reactants are: N[C@@H:2]1[CH2:7][CH2:6][N:5]([C:8]([O:10][C:11]([CH3:14])([CH3:13])[CH3:12])=[O:9])[CH2:4][C@@H:3]1[C:15]([O:17][CH2:18][CH3:19])=[O:16].C(N(CC)CC)C.[CH2:27]([O:30][C:31](Cl)=[O:32])[CH:28]=[CH2:29]. (2) Given the product [NH2:30][C:24]1[C:25]2[CH:29]=[CH:28][N:27]([CH:2]([C:4]3[O:5][C:6](=[O:20])[C:7]4[C:12]([C:13]=3[C:14]3[CH:19]=[CH:18][CH:17]=[CH:16][CH:15]=3)=[CH:11][CH:10]=[CH:9][CH:8]=4)[CH3:3])[C:26]=2[N:21]=[CH:22][N:23]=1, predict the reactants needed to synthesize it. The reactants are: Br[CH:2]([C:4]1[O:5][C:6](=[O:20])[C:7]2[C:12]([C:13]=1[C:14]1[CH:19]=[CH:18][CH:17]=[CH:16][CH:15]=1)=[CH:11][CH:10]=[CH:9][CH:8]=2)[CH3:3].[N:21]1[C:26]2[NH:27][CH:28]=[CH:29][C:25]=2[C:24]([NH2:30])=[N:23][CH:22]=1. (3) Given the product [Cl:24][C:19]1[CH:20]=[CH:21][CH:22]=[CH:23][C:18]=1[C@H:16]([O:15][C:14]([NH:13][C:12]1[C:8]([C:5]2[CH:6]=[CH:7][C:2]([CH2:35][CH2:34][CH2:33][CH:27]([CH3:26])[C:28]([OH:30])=[O:29])=[CH:3][CH:4]=2)=[N:9][O:10][CH:11]=1)=[O:25])[CH3:17], predict the reactants needed to synthesize it. The reactants are: I[C:2]1[CH:7]=[CH:6][C:5]([C:8]2[C:12]([NH:13][C:14](=[O:25])[O:15][CH:16]([C:18]3[CH:23]=[CH:22][CH:21]=[CH:20][C:19]=3[Cl:24])[CH3:17])=[CH:11][O:10][N:9]=2)=[CH:4][CH:3]=1.[CH3:26][CH:27]([CH2:33][CH:34]=[CH2:35])[C:28]([O:30]CC)=[O:29].